From a dataset of Full USPTO retrosynthesis dataset with 1.9M reactions from patents (1976-2016). Predict the reactants needed to synthesize the given product. (1) The reactants are: [CH2:1]([O:5][C:6]1[N:14]=[C:13]2[C:9]([NH:10][C:11]([O:15][CH3:16])=[N:12]2)=[C:8]([NH2:17])[N:7]=1)[CH2:2][CH2:3][CH3:4].C(=O)([O-])[O-].[K+].[K+].[Br:24][CH2:25][CH2:26][CH2:27][CH2:28][CH2:29]Br. Given the product [Br:24][CH2:25][CH2:26][CH2:27][CH2:28][CH2:29][N:12]1[C:11]([O:15][CH3:16])=[N:10][C:9]2[C:13]1=[N:14][C:6]([O:5][CH2:1][CH2:2][CH2:3][CH3:4])=[N:7][C:8]=2[NH2:17], predict the reactants needed to synthesize it. (2) The reactants are: [CH3:1][C:2]1([CH3:17])[CH2:10][C:9]2[NH:8][CH:7]=[C:6]([CH2:11][CH2:12][C:13](O)=[O:14])[C:5]=2[C:4](=[O:16])[CH2:3]1.[C:18](N1C=CN=C1)([N:20]1C=CN=[CH:21]1)=O.CNC. Given the product [CH3:1][C:2]1([CH3:17])[CH2:10][C:9]2[NH:8][CH:7]=[C:6]([CH2:11][CH2:12][C:13]([N:20]([CH3:21])[CH3:18])=[O:14])[C:5]=2[C:4](=[O:16])[CH2:3]1, predict the reactants needed to synthesize it. (3) Given the product [CH2:30]([O:32][C:33](=[O:36])[CH2:34][NH:35][C:19](=[O:21])[C:18]1[CH:22]=[CH:23][C:15]([S:12](=[O:14])(=[O:13])[NH:11][C:6]2[CH:7]=[CH:8][CH:9]=[CH:10][C:5]=2[O:4][C:3]2[CH:24]=[CH:25][C:26]([F:28])=[CH:27][C:2]=2[Cl:1])=[CH:16][CH:17]=1)[CH3:31], predict the reactants needed to synthesize it. The reactants are: [Cl:1][C:2]1[CH:27]=[C:26]([F:28])[CH:25]=[CH:24][C:3]=1[O:4][C:5]1[CH:10]=[CH:9][CH:8]=[CH:7][C:6]=1[NH:11][S:12]([C:15]1[CH:23]=[CH:22][C:18]([C:19]([OH:21])=O)=[CH:17][CH:16]=1)(=[O:14])=[O:13].Cl.[CH2:30]([O:32][C:33](=[O:36])[CH2:34][NH2:35])[CH3:31]. (4) Given the product [CH2:1]([O:3][C:4](=[O:13])[C:5]1[CH:10]=[CH:9][C:8]([O:11][S:31]([C:30]([F:43])([F:42])[F:29])(=[O:33])=[O:32])=[CH:7][C:6]=1[F:12])[CH3:2], predict the reactants needed to synthesize it. The reactants are: [CH2:1]([O:3][C:4](=[O:13])[C:5]1[CH:10]=[CH:9][C:8]([OH:11])=[CH:7][C:6]=1[F:12])[CH3:2].C(C1C=C(C)C=C(C(C)(C)C)N=1)(C)(C)C.[F:29][C:30]([F:43])([F:42])[S:31](O[S:31]([C:30]([F:43])([F:42])[F:29])(=[O:33])=[O:32])(=[O:33])=[O:32].C(OCC)(=O)C. (5) Given the product [CH3:13][O:14][C:6]1[CH:7]=[C:2]([Br:1])[C:3]([F:12])=[CH:4][C:5]=1[N+:9]([O-:11])=[O:10], predict the reactants needed to synthesize it. The reactants are: [Br:1][C:2]1[CH:7]=[C:6](F)[C:5]([N+:9]([O-:11])=[O:10])=[CH:4][C:3]=1[F:12].[CH3:13][O-:14].[Na+].